Dataset: Experimentally validated miRNA-target interactions with 360,000+ pairs, plus equal number of negative samples. Task: Binary Classification. Given a miRNA mature sequence and a target amino acid sequence, predict their likelihood of interaction. The miRNA is rno-miR-124-3p with sequence UAAGGCACGCGGUGAAUGCC. Result: 0 (no interaction). The protein sequence of the target gene is MKGGEGDAGEQAPLNPEGESPAGSATYREFVHRGYLDLMGASQHSLRALSWRRLYLSRAKLKASSRTSALLSGFAMVAMVEVQLESDHEYPPGLLVAFSACTTVLVAVHLFALMVSTCLLPHIEAVSNIHNLNSVHQSPHQRLHRYVELAWGFSTALGTFLFLAEVVLVGWVKFVPIGAPLDTPTPMVPTSRVPGTLAPVATSLSPASNLPRSSASAAPSQAEPACPPRQACGGGGAHGPGWQAAMASTAIMVPVGLVFVAFALHFYRSLVAHKTDRYKQELEELNRLQGELQAV.